Task: Predict the reactants needed to synthesize the given product.. Dataset: Full USPTO retrosynthesis dataset with 1.9M reactions from patents (1976-2016) (1) Given the product [F:9][C:10]1[CH:16]=[CH:15][C:13]([NH:14][C:2]2[CH:7]=[CH:6][CH:5]=[C:4]([N:17]3[CH:21]=[CH:20][CH:19]=[N:18]3)[N:3]=2)=[CH:12][CH:11]=1, predict the reactants needed to synthesize it. The reactants are: F[C:2]1[CH:7]=[CH:6][CH:5]=[C:4](F)[N:3]=1.[F:9][C:10]1[CH:16]=[CH:15][C:13]([NH2:14])=[CH:12][CH:11]=1.[NH:17]1[CH:21]=[CH:20][CH:19]=[N:18]1. (2) Given the product [Cl:34][C:1]1[N:2]=[N:3][C:4]([C:5]2[CH:4]=[N:3][N:2]([CH3:1])[CH:6]=2)=[CH:26][CH:27]=1, predict the reactants needed to synthesize it. The reactants are: [CH3:1][N:2]1[CH:6]=[C:5](B2OC(C)(C)C(C)(C)O2)[CH:4]=[N:3]1.C([O-])([O-])=O.[Na+].[Na+].O1[CH2:27][CH2:26]OCC1.CCOC(C)=O.[Cl-:34].[Na+].O. (3) Given the product [CH3:42][O:36][C:35]([C@@H:30]1[CH2:29][C@@H:28]2[CH2:34][N:31]1[C:32](=[O:33])[C@H:6]([CH:1]1[CH2:2][CH2:3][CH2:4][CH2:5]1)[NH:7][C:8](=[O:41])[O:9][C@@H:10]1[CH2:40][CH2:39][CH2:38][C@H:11]1[CH2:12][CH2:13][CH2:14][CH2:15][CH2:16][C:17]1[C:26]([O:27]2)=[CH:25][C:24]2[C:19](=[CH:20][CH:21]=[CH:22][CH:23]=2)[N:18]=1)=[O:37], predict the reactants needed to synthesize it. The reactants are: [CH:1]1([C@H:6]2[C:32](=[O:33])[N:31]3[CH2:34][C@@H:28]([CH2:29][C@H:30]3[C:35]([O-:37])=[O:36])[O:27][C:26]3[C:17](=[N:18][C:19]4[C:24]([CH:25]=3)=[CH:23][CH:22]=[CH:21][CH:20]=4)[CH:16]=[CH:15][CH2:14][CH2:13][CH2:12][C@@H:11]3[CH2:38][CH2:39][CH2:40][C@H:10]3[O:9][C:8](=[O:41])[NH:7]2)[CH2:5][CH2:4][CH2:3][CH2:2]1.[CH3:42]O. (4) Given the product [CH2:40]([N:42]([CH2:43][CH3:44])[C:25](=[O:26])[CH2:24][CH2:23][CH2:22][O:21][C:8]1[CH:9]=[CH:10][C:11]2[C:12]([CH2:16][C:17]([CH3:20])([CH3:18])[CH3:19])=[N:13][O:14][C:15]=2[C:7]=1[CH2:4][CH2:5][CH3:6])[CH3:41], predict the reactants needed to synthesize it. The reactants are: C(Cl)Cl.[CH2:4]([C:7]1[C:15]2[O:14][N:13]=[C:12]([CH2:16][C:17]([CH3:20])([CH3:19])[CH3:18])[C:11]=2[CH:10]=[CH:9][C:8]=1[O:21][CH2:22][CH2:23][CH2:24][C:25](O)=[O:26])[CH2:5][CH3:6].C1N=CN(C(N2C=NC=C2)=O)C=1.[CH2:40]([NH:42][CH2:43][CH3:44])[CH3:41]. (5) Given the product [CH:26]1([C:22]([CH:34]2[CH2:35][CH2:36]2)([C:18]2[C:17]3[N:13]4[CH2:12][CH2:11][N:10]([C:3]5[C:4]([CH3:9])=[CH:5][C:6]([Cl:8])=[CH:7][C:2]=5[Cl:1])[C:14]4=[N:15][C:16]=3[CH:21]=[CH:20][CH:19]=2)[OH:24])[CH2:28][CH2:27]1, predict the reactants needed to synthesize it. The reactants are: [Cl:1][C:2]1[CH:7]=[C:6]([Cl:8])[CH:5]=[C:4]([CH3:9])[C:3]=1[N:10]1[C:14]2=[N:15][C:16]3[C:17](=[C:18]([C:22]([O:24]C)=O)[CH:19]=[CH:20][CH:21]=3)[N:13]2[CH2:12][CH2:11]1.[CH:26]1([Mg]Br)[CH2:28][CH2:27]1.O.O1[CH2:36][CH2:35][CH2:34]C1. (6) Given the product [F:8][C:9]1[CH:19]=[CH:18][CH:17]=[C:16]([F:20])[C:1]=1[C:2]1([CH2:34][CH:33]=[O:32])[CH:7]=[CH:6][N:5]=[CH:4][CH2:3]1, predict the reactants needed to synthesize it. The reactants are: [CH3:1][C:2]1[CH:7]=[CH:6][N:5]=[CH:4][CH:3]=1.[F:8][C:9]1[CH:19]=[CH:18][CH:17]=[C:16]([F:20])C=1C(OCC)=O.C[Si]([N-][Si](C)(C)C)(C)C.[Li+].O.[O:32]1CC[CH2:34][CH2:33]1. (7) Given the product [NH:1]1[CH:5]=[CH:4][N:3]=[C:2]1[C:6]1[C:15]2[C:10](=[CH:11][CH:12]=[CH:13][CH:14]=2)[N:9]([CH3:16])[CH2:8][CH:7]=1, predict the reactants needed to synthesize it. The reactants are: [NH:1]1[CH:5]=[CH:4][N:3]=[C:2]1[C:6]1(O)[C:15]2[C:10](=[CH:11][CH:12]=[CH:13][CH:14]=2)[N:9]([CH3:16])[CH2:8][CH2:7]1.S(=O)(=O)(O)O. (8) Given the product [Cl:1][C:2]1[CH:7]=[CH:6][C:5]([S:8]([N:11]([CH2:19][C:20]2[CH:28]=[CH:27][C:23]([C:24]([NH:38][C:35]3([C:29]4[CH:34]=[CH:33][CH:32]=[CH:31][CH:30]=4)[CH2:37][CH2:36]3)=[O:26])=[CH:22][CH:21]=2)[CH2:12][C:13]2[CH:18]=[CH:17][CH:16]=[CH:15][N:14]=2)(=[O:10])=[O:9])=[CH:4][CH:3]=1, predict the reactants needed to synthesize it. The reactants are: [Cl:1][C:2]1[CH:7]=[CH:6][C:5]([S:8]([N:11]([CH2:19][C:20]2[CH:28]=[CH:27][C:23]([C:24]([OH:26])=O)=[CH:22][CH:21]=2)[CH2:12][C:13]2[CH:18]=[CH:17][CH:16]=[CH:15][N:14]=2)(=[O:10])=[O:9])=[CH:4][CH:3]=1.[C:29]1([C:35]2([NH2:38])[CH2:37][CH2:36]2)[CH:34]=[CH:33][CH:32]=[CH:31][CH:30]=1.